Dataset: Forward reaction prediction with 1.9M reactions from USPTO patents (1976-2016). Task: Predict the product of the given reaction. (1) Given the reactants [NH2:1][C:2]1[CH:7]=[CH:6][CH:5]=[C:4]([CH3:8])[CH:3]=1.Br[CH2:10][CH2:11][CH2:12][CH2:13][CH2:14][CH2:15][CH2:16][CH2:17][CH2:18][CH2:19][CH2:20][CH3:21].C(=O)(O)[O-].[Na+].C(O[C:31](=O)[CH3:32])(=O)C, predict the reaction product. The product is: [CH2:10]([N:1]([CH2:10][CH2:11][CH2:12][CH2:13][CH2:14][CH2:15][CH2:16][CH2:17][CH2:18][CH2:19][CH2:31][CH3:32])[C:2]1[CH:7]=[CH:6][CH:5]=[C:4]([CH3:8])[CH:3]=1)[CH2:11][CH2:12][CH2:13][CH2:14][CH2:15][CH2:16][CH2:17][CH2:18][CH2:19][CH2:20][CH3:21]. (2) The product is: [C:1]1([C:44]2[CH:45]=[CH:46][CH:47]=[CH:48][CH:49]=2)[CH:6]=[CH:5][C:4]([C@@:7]2([S:39][CH2:40][CH2:41][CH2:42][CH3:43])[CH2:38][N:10]3[C:11](=[O:37])[C@@H:12]([NH:29][C:30](=[O:31])[O:32][C:33]([CH3:35])([CH3:34])[CH3:36])[CH2:13][CH2:14][CH2:15][CH2:16][CH2:17][CH:18]=[CH:19][C@@H:20]4[CH2:25][C@@:21]4([C:26](=[O:27])[NH:68][S:65]([CH:62]4[CH2:64][CH2:63]4)(=[O:67])=[O:66])[NH:22][C:23](=[O:24])[C@@H:9]3[CH2:8]2)=[CH:3][CH:2]=1. Given the reactants [C:1]1([C:44]2[CH:49]=[CH:48][CH:47]=[CH:46][CH:45]=2)[CH:6]=[CH:5][C:4]([C@@:7]2([S:39][CH2:40][CH2:41][CH2:42][CH3:43])[CH2:38][N:10]3[C:11](=[O:37])[C@@H:12]([NH:29][C:30]([O:32][C:33]([CH3:36])([CH3:35])[CH3:34])=[O:31])[CH2:13][CH2:14][CH2:15][CH2:16][CH2:17][CH:18]=[CH:19][C@@H:20]4[CH2:25][C@@:21]4([C:26](O)=[O:27])[NH:22][C:23](=[O:24])[C@@H:9]3[CH2:8]2)=[CH:3][CH:2]=1.C1N=CN(C(N2C=NC=C2)=O)C=1.[CH:62]1([S:65]([NH2:68])(=[O:67])=[O:66])[CH2:64][CH2:63]1.C1CCN2C(=NCCC2)CC1, predict the reaction product.